Dataset: Forward reaction prediction with 1.9M reactions from USPTO patents (1976-2016). Task: Predict the product of the given reaction. (1) Given the reactants [N:1]1[C:2]([CH2:10][OH:11])=[CH:3][N:4]2[CH:9]=[CH:8][CH:7]=[CH:6][C:5]=12, predict the reaction product. The product is: [NH3:1].[OH2:11].[N:1]1[C:2]([CH:10]=[O:11])=[CH:3][N:4]2[CH:9]=[CH:8][CH:7]=[CH:6][C:5]=12. (2) Given the reactants [Cl:1][C:2]1[CH:7]=[CH:6][C:5]([O:8][C:9]2[CH:28]=[CH:27][C:12]([O:13][CH2:14][C@@H:15]3[CH2:19][CH2:18][CH2:17][N:16]3[C:20](=[O:26])[CH2:21][CH2:22][C:23]([OH:25])=[O:24])=[CH:11][CH:10]=2)=[CH:4][CH:3]=1.[Si](C=[N+]=[N-])(C)(C)[CH3:30], predict the reaction product. The product is: [Cl:1][C:2]1[CH:3]=[CH:4][C:5]([O:8][C:9]2[CH:28]=[CH:27][C:12]([O:13][CH2:14][C@@H:15]3[CH2:19][CH2:18][CH2:17][N:16]3[C:20](=[O:26])[CH2:21][CH2:22][C:23]([O:25][CH3:30])=[O:24])=[CH:11][CH:10]=2)=[CH:6][CH:7]=1. (3) The product is: [CH2:1]([O:4][C:5]1([CH3:34])[CH2:10][CH2:9][N:8]([C:11]2[N:16]3[N:17]=[C:18]([CH2:20][O:21][CH2:46][C:37]4[CH:38]=[CH:39][C:40]([C:42]([F:43])([F:45])[F:44])=[CH:41][C:36]=4[Br:35])[CH:19]=[C:15]3[N:14]=[C:13]([CH3:22])[C:12]=2[C@H:23]([O:29][C:30]([CH3:33])([CH3:32])[CH3:31])[C:24]([O:26][CH2:27][CH3:28])=[O:25])[CH2:7][CH2:6]1)[CH:2]=[CH2:3]. Given the reactants [CH2:1]([O:4][C:5]1([CH3:34])[CH2:10][CH2:9][N:8]([C:11]2[N:16]3[N:17]=[C:18]([CH2:20][OH:21])[CH:19]=[C:15]3[N:14]=[C:13]([CH3:22])[C:12]=2[C@H:23]([O:29][C:30]([CH3:33])([CH3:32])[CH3:31])[C:24]([O:26][CH2:27][CH3:28])=[O:25])[CH2:7][CH2:6]1)[CH:2]=[CH2:3].[Br:35][C:36]1[CH:41]=[C:40]([C:42]([F:45])([F:44])[F:43])[CH:39]=[CH:38][C:37]=1[CH2:46]Br.[H-].[Na+], predict the reaction product. (4) Given the reactants [C:1]([C:4]1[CH:5]=[CH:6][C:7]([N:10]2[N:14]=[CH:13][CH:12]=[N:11]2)=[N:8][CH:9]=1)(=[O:3])[CH3:2].[Br:15][Si](C)(C)C.O.BrN1C(=O)CCC1=O, predict the reaction product. The product is: [Br:15][CH2:2][C:1]([C:4]1[CH:5]=[CH:6][C:7]([N:10]2[N:14]=[CH:13][CH:12]=[N:11]2)=[N:8][CH:9]=1)=[O:3]. (5) Given the reactants [Cl:1][C:2]1[C:3]([C:8]([OH:10])=O)=[N:4][CH:5]=[CH:6][CH:7]=1.S(Cl)([Cl:13])=O, predict the reaction product. The product is: [Cl:1][C:2]1[C:3]([C:8]([Cl:13])=[O:10])=[N:4][CH:5]=[CH:6][CH:7]=1. (6) Given the reactants C([Cl:4])(=O)C.[N:5]12[CH2:12][CH2:11][CH:8]([CH2:9][CH2:10]1)[C@@H:7]([NH:13][C:14]([CH:16]1[CH2:29][CH2:28][C:19]3([CH2:24][CH2:23][N:22](C([O-])=O)[CH2:21][CH2:20]3)[CH2:18][CH2:17]1)=[O:15])[CH2:6]2, predict the reaction product. The product is: [ClH:4].[N:5]12[CH2:12][CH2:11][CH:8]([CH2:9][CH2:10]1)[C@@H:7]([NH:13][C:14]([CH:16]1[CH2:29][CH2:28][C:19]3([CH2:20][CH2:21][NH:22][CH2:23][CH2:24]3)[CH2:18][CH2:17]1)=[O:15])[CH2:6]2. (7) Given the reactants [C:1]1([CH:7]2[NH:12][CH2:11][CH2:10][N:9]([CH2:13][C:14]3[CH:19]=[CH:18][C:17]([C:20]4[CH:25]=[CH:24][CH:23]=[CH:22][C:21]=4[Cl:26])=[CH:16][CH:15]=3)[CH2:8]2)[CH:6]=[CH:5][CH:4]=[CH:3][CH:2]=1.[C:27](Cl)(=[O:29])[CH3:28].C(N(CC)C(C)C)(C)C, predict the reaction product. The product is: [C:1]1([CH:7]2[CH2:8][N:9]([CH2:13][C:14]3[CH:19]=[CH:18][C:17]([C:20]4[CH:25]=[CH:24][CH:23]=[CH:22][C:21]=4[Cl:26])=[CH:16][CH:15]=3)[CH2:10][CH2:11][N:12]2[C:27](=[O:29])[CH3:28])[CH:2]=[CH:3][CH:4]=[CH:5][CH:6]=1. (8) The product is: [C:1]([O:4][CH2:5][CH2:6][NH:7][C:8](=[O:22])[C@@H:9]([NH:21][C:32](=[O:33])[C:31]1[CH:35]=[CH:36][C:28]([O:27][CH2:26][CH2:25][C:24]([F:38])([F:37])[F:23])=[CH:29][CH:30]=1)[CH2:10][C:11]1[CH:12]=[CH:13][C:14]([O:17][CH:18]([F:19])[F:20])=[CH:15][CH:16]=1)(=[O:3])[CH3:2]. Given the reactants [C:1]([O:4][CH2:5][CH2:6][NH:7][C:8](=[O:22])[C@@H:9]([NH2:21])[CH2:10][C:11]1[CH:16]=[CH:15][C:14]([O:17][CH:18]([F:20])[F:19])=[CH:13][CH:12]=1)(=[O:3])[CH3:2].[F:23][C:24]([F:38])([F:37])[CH2:25][CH2:26][O:27][C:28]1[CH:36]=[CH:35][C:31]([C:32](O)=[O:33])=[CH:30][CH:29]=1, predict the reaction product. (9) Given the reactants [O:1]1[CH2:6][CH2:5][CH2:4][CH2:3][CH:2]1O.[H-].[Na+].[Br:10][C:11]1[CH:12]=[CH:13][C:14](F)=[C:15]([CH:18]=1)[C:16]#[N:17].CN(C=[O:24])C, predict the reaction product. The product is: [Br:10][C:11]1[CH:12]=[CH:13][C:14]([O:24][CH:4]2[CH2:5][CH2:6][O:1][CH2:2][CH2:3]2)=[C:15]([CH:18]=1)[C:16]#[N:17].